This data is from Forward reaction prediction with 1.9M reactions from USPTO patents (1976-2016). The task is: Predict the product of the given reaction. (1) Given the reactants [OH-].[K+].[C:3]([O:7][C:8]([NH:10][CH2:11][C:12]#[C:13][C:14]1[C:15]([O:51][CH2:52][CH2:53][CH2:54][S:55]([OH:58])(=[O:57])=[O:56])=[C:16]([C:21]([O:43][CH2:44][CH2:45][CH2:46][S:47]([OH:50])(=[O:49])=[O:48])=[C:22]([C:32]#[C:33][CH2:34][NH:35][C:36]([O:38][C:39]([CH3:42])([CH3:41])[CH3:40])=[O:37])[C:23]=1[O:24][CH2:25][CH2:26][CH2:27][S:28]([OH:31])(=[O:30])=[O:29])[C:17]([O:19]C)=[O:18])=[O:9])([CH3:6])([CH3:5])[CH3:4], predict the reaction product. The product is: [C:3]([O:7][C:8]([NH:10][CH2:11][C:12]#[C:13][C:14]1[C:15]([O:51][CH2:52][CH2:53][CH2:54][S:55]([OH:58])(=[O:57])=[O:56])=[C:16]([C:21]([O:43][CH2:44][CH2:45][CH2:46][S:47]([OH:50])(=[O:49])=[O:48])=[C:22]([C:32]#[C:33][CH2:34][NH:35][C:36]([O:38][C:39]([CH3:40])([CH3:41])[CH3:42])=[O:37])[C:23]=1[O:24][CH2:25][CH2:26][CH2:27][S:28]([OH:31])(=[O:29])=[O:30])[C:17]([OH:19])=[O:18])=[O:9])([CH3:4])([CH3:5])[CH3:6]. (2) Given the reactants [NH2:1][C:2]1[CH:20]=[CH:19][C:5]2[N:6]=[C:7]([NH:10][C:11]3[C:16]([Cl:17])=[CH:15][CH:14]=[CH:13][C:12]=3[Cl:18])[N:8]([CH3:9])[C:4]=2[C:3]=1[C:21]([NH2:23])=[O:22].[CH2:24]([N:27]=[C:28]=[S:29])[CH:25]=[CH2:26], predict the reaction product. The product is: [Cl:18][C:12]1[CH:13]=[CH:14][CH:15]=[C:16]([Cl:17])[C:11]=1[NH:10][C:7]1[N:8]([CH3:9])[C:4]2[C:3]([C:21]([NH2:23])=[O:22])=[C:2]([NH:1][C:28]([NH:27][CH2:24][CH:25]=[CH2:26])=[S:29])[CH:20]=[CH:19][C:5]=2[N:6]=1.